This data is from CYP3A4 inhibition data for predicting drug metabolism from PubChem BioAssay. The task is: Regression/Classification. Given a drug SMILES string, predict its absorption, distribution, metabolism, or excretion properties. Task type varies by dataset: regression for continuous measurements (e.g., permeability, clearance, half-life) or binary classification for categorical outcomes (e.g., BBB penetration, CYP inhibition). Dataset: cyp3a4_veith. (1) The molecule is Cc1ccc(CNC(=O)C2CC(c3ccccc3[N+](=O)[O-])=NO2)o1. The result is 0 (non-inhibitor). (2) The compound is Cc1cc(Cl)ccc1OCC(=O)Oc1c(Cl)c(Cl)c(Cl)c(Cl)c1Cl. The result is 0 (non-inhibitor). (3) The compound is Cc1noc(C)c1-c1cncnc1Nc1ccccc1. The result is 1 (inhibitor). (4) The drug is COCC(=O)N1CCC[C@@]2(CCN(Cc3cc(C(F)(F)F)cc(C(F)(F)F)c3)C2)C1. The result is 1 (inhibitor). (5) The drug is N=c1c(C(=O)NC2CCCC2)cc2c(=O)n3ccccc3nc2n1C1CCCC1. The result is 0 (non-inhibitor). (6) The compound is Cc1nc(N=Nc2ccc(S(=O)(=O)[O-])cc2S(=O)(=O)[O-])c(COP(=O)([O-])[O-])c(C=O)c1O. The result is 0 (non-inhibitor). (7) The compound is C[C@@H](C1=C(CCN(C)C)Cc2ccccc21)c1ccccn1. The result is 0 (non-inhibitor). (8) The compound is CO[C@H]1C=C2CCN(C)[C@@H]2[C@@H]2c3cc4c(cc3C(=O)O[C@@H]12)OCO4. The result is 0 (non-inhibitor). (9) The molecule is Cc1cccc(NC(=S)NCc2ccccn2)c1. The result is 1 (inhibitor).